This data is from Catalyst prediction with 721,799 reactions and 888 catalyst types from USPTO. The task is: Predict which catalyst facilitates the given reaction. Reactant: Cl[C:2]1[C:3]2[N:10]([CH2:11][CH2:12][OH:13])[CH:9]=[CH:8][C:4]=2[N:5]=[CH:6][N:7]=1.[Cl:14][C:15]1[CH:16]=[C:17]([CH:19]=[CH:20][C:21]=1[O:22][CH2:23][C:24]1[CH:29]=[CH:28][CH:27]=[C:26]([F:30])[CH:25]=1)[NH2:18].C(OCC)(=O)C. Product: [Cl:14][C:15]1[CH:16]=[C:17]([NH:18][C:2]2[C:3]3[N:10]([CH2:11][CH2:12][OH:13])[CH:9]=[CH:8][C:4]=3[N:5]=[CH:6][N:7]=2)[CH:19]=[CH:20][C:21]=1[O:22][CH2:23][C:24]1[CH:29]=[CH:28][CH:27]=[C:26]([F:30])[CH:25]=1. The catalyst class is: 60.